This data is from Forward reaction prediction with 1.9M reactions from USPTO patents (1976-2016). The task is: Predict the product of the given reaction. Given the reactants [CH2:1]([O:3][C:4]([C:6]1[CH:7]=[N:8][C:9]2[C:14]([C:15]=1Cl)=[C:13]([Cl:17])[CH:12]=[C:11]([Cl:18])[C:10]=2[O:19][CH3:20])=[O:5])[CH3:2].C(O)(=O)C.C(OCC)(=O)C, predict the reaction product. The product is: [CH2:1]([O:3][C:4]([C:6]1[CH:7]=[N:8][C:9]2[C:14]([CH:15]=1)=[C:13]([Cl:17])[CH:12]=[C:11]([Cl:18])[C:10]=2[O:19][CH3:20])=[O:5])[CH3:2].